From a dataset of Full USPTO retrosynthesis dataset with 1.9M reactions from patents (1976-2016). Predict the reactants needed to synthesize the given product. (1) Given the product [Br:26][C:27]1[CH:28]=[C:29]([C:14]2[CH:15]=[C:16]3[C:7](=[C:8]4[C:13]=2[CH:12]=[CH:11][CH:10]=[CH:9]4)[C:6]2[CH:1]=[CH:2][CH:3]=[CH:4][C:5]=2[C:22]2[C:17]3=[CH:18][CH:19]=[CH:20][CH:21]=2)[CH:30]=[CH:31][CH:32]=1, predict the reactants needed to synthesize it. The reactants are: [CH:1]1[C:6]2[C:7]3[C:16]([C:17]4[C:22]([C:5]=2[CH:4]=[CH:3][CH:2]=1)=[CH:21][CH:20]=[CH:19][CH:18]=4)=[CH:15][C:14](B(O)O)=[C:13]1[C:8]=3[CH:9]=[CH:10][CH:11]=[CH:12]1.[Br:26][C:27]1[CH:28]=[C:29](I)[CH:30]=[CH:31][CH:32]=1.C(=O)([O-])[O-].[Na+].[Na+]. (2) Given the product [CH3:1][S:2]([C:4]1[CH:9]=[CH:8][C:7]([N:10]2[C:14]3[CH:15]=[C:16]([C:19]4[O:23][C:22]([S:24][CH2:26][C:27]5[CH:28]=[C:29]([CH:32]=[CH:33][CH:34]=5)[C:30]#[N:31])=[N:21][N:20]=4)[CH:17]=[CH:18][C:13]=3[N:12]=[CH:11]2)=[CH:6][CH:5]=1)=[O:3], predict the reactants needed to synthesize it. The reactants are: [CH3:1][S:2]([C:4]1[CH:9]=[CH:8][C:7]([N:10]2[C:14]3[CH:15]=[C:16]([C:19]4[O:23][C:22]([SH:24])=[N:21][N:20]=4)[CH:17]=[CH:18][C:13]=3[N:12]=[CH:11]2)=[CH:6][CH:5]=1)=[O:3].Br[CH2:26][C:27]1[CH:28]=[C:29]([CH:32]=[CH:33][CH:34]=1)[C:30]#[N:31]. (3) The reactants are: [CH3:1][C:2]([C:6]1([OH:21])[CH2:10][CH2:9][N:8](C(OCC2C=CC=CC=2)=O)[CH2:7]1)([CH3:5])[CH:3]=[CH2:4]. Given the product [CH3:5][C:2]([C:6]1([OH:21])[CH2:10][CH2:9][NH:8][CH2:7]1)([CH3:1])[CH2:3][CH3:4], predict the reactants needed to synthesize it.